Dataset: Peptide-MHC class I binding affinity with 185,985 pairs from IEDB/IMGT. Task: Regression. Given a peptide amino acid sequence and an MHC pseudo amino acid sequence, predict their binding affinity value. This is MHC class I binding data. (1) The peptide sequence is WAGIWGGKL. The MHC is HLA-B15:01 with pseudo-sequence HLA-B15:01. The binding affinity (normalized) is 0.0847. (2) The peptide sequence is YLPTQQDVL. The MHC is Mamu-A01 with pseudo-sequence Mamu-A01. The binding affinity (normalized) is 0.300. (3) The peptide sequence is TLVALVGLFV. The MHC is HLA-A02:01 with pseudo-sequence HLA-A02:01. The binding affinity (normalized) is 0.689. (4) The peptide sequence is ERNPYENIL. The binding affinity (normalized) is 0.0847. The MHC is HLA-A02:03 with pseudo-sequence HLA-A02:03.